Dataset: Full USPTO retrosynthesis dataset with 1.9M reactions from patents (1976-2016). Task: Predict the reactants needed to synthesize the given product. (1) Given the product [Cl:36][C:37]1[N:38]=[C:39]([C:2]2[C:10]3[C:5](=[CH:6][CH:7]=[C:8]([C:11]4[S:15][C:14]([NH:16][CH2:17][C:18]5[CH:23]=[CH:22][C:21]([O:24][CH3:25])=[CH:20][CH:19]=5)=[N:13][N:12]=4)[CH:9]=3)[N:4]([S:26]([C:29]3[CH:35]=[CH:34][C:32]([CH3:33])=[CH:31][CH:30]=3)(=[O:28])=[O:27])[CH:3]=2)[CH:40]=[N:41][CH:42]=1, predict the reactants needed to synthesize it. The reactants are: I[C:2]1[C:10]2[C:5](=[CH:6][CH:7]=[C:8]([C:11]3[S:15][C:14]([NH:16][CH2:17][C:18]4[CH:23]=[CH:22][C:21]([O:24][CH3:25])=[CH:20][CH:19]=4)=[N:13][N:12]=3)[CH:9]=2)[N:4]([S:26]([C:29]2[CH:35]=[CH:34][C:32]([CH3:33])=[CH:31][CH:30]=2)(=[O:28])=[O:27])[CH:3]=1.[Cl:36][C:37]1[CH:42]=[N:41][CH:40]=[C:39]([Sn](CCCC)(CCCC)CCCC)[N:38]=1.[F-].[Cs+]. (2) The reactants are: Cl[CH2:2][CH2:3][NH:4][C:5]([NH:7][CH2:8][CH2:9][NH:10][C:11]([C:13]1[N:14]=[N:15][N:16]([C:24]2[CH:29]=[CH:28][C:27]([C:30]([NH:32][CH2:33][C:34]([F:37])([F:36])[F:35])=[O:31])=[CH:26][CH:25]=2)[C:17]=1[CH2:18][CH2:19][CH2:20][CH2:21][CH2:22][F:23])=[O:12])=[O:6].CC(C)([O-])C.[K+].Cl. Given the product [F:23][CH2:22][CH2:21][CH2:20][CH2:19][CH2:18][C:17]1[N:16]([C:24]2[CH:29]=[CH:28][C:27]([C:30]([NH:32][CH2:33][C:34]([F:37])([F:36])[F:35])=[O:31])=[CH:26][CH:25]=2)[N:15]=[N:14][C:13]=1[C:11]([NH:10][CH2:9][CH2:8][N:7]1[CH2:2][CH2:3][NH:4][C:5]1=[O:6])=[O:12], predict the reactants needed to synthesize it. (3) Given the product [S:1]1[CH2:6][CH2:5][CH:4]([C:7]([Cl:13])=[O:9])[CH2:3][CH2:2]1, predict the reactants needed to synthesize it. The reactants are: [S:1]1[CH2:6][CH2:5][CH:4]([C:7]([OH:9])=O)[CH2:3][CH2:2]1.C(Cl)(=O)C([Cl:13])=O.CN(C)C=O. (4) Given the product [C:5]([N:12]1[CH2:11][C:10]2[C:14](=[CH:15][CH:16]=[CH:17][C:9]=2[Cl:8])[CH2:13]1)(=[O:7])[CH3:6], predict the reactants needed to synthesize it. The reactants are: C(O[C:5](=[O:7])[CH3:6])(=O)C.[Cl:8][C:9]1[CH:17]=[CH:16][CH:15]=[C:14]2[C:10]=1[CH2:11][NH:12][CH2:13]2.CC1C=CN=C(N)C=1C.C(N(CC)CC)C.[OH-].[Na+]. (5) Given the product [C:14]([C:13]1[CH:12]=[C:11]([C:17](=[N:37][OH:38])[NH2:18])[CH:10]=[C:9]([O:8][C:7]2[C:3]([CH2:1][CH3:2])=[N:4][N:5]([CH2:21][CH2:22][O:23][CH2:24][O:25][CH2:26][CH2:27][O:28][CH3:29])[C:6]=2[CH2:19][CH3:20])[CH:16]=1)#[N:15], predict the reactants needed to synthesize it. The reactants are: [CH2:1]([C:3]1[C:7]([O:8][C:9]2[CH:10]=[C:11]([C:17]#[N:18])[CH:12]=[C:13]([CH:16]=2)[C:14]#[N:15])=[C:6]([CH2:19][CH3:20])[N:5]([CH2:21][CH2:22][O:23][CH2:24][O:25][CH2:26][CH2:27][O:28][CH3:29])[N:4]=1)[CH3:2].C(=O)([O-])[O-].[Na+].[Na+].Cl.[NH2:37][OH:38].